From a dataset of Reaction yield outcomes from USPTO patents with 853,638 reactions. Predict the reaction yield, written as a fraction of the theoretical maximum amount of product (1.0 means a 100% yield; for example, 0.34 means a 34% yield). (1) The catalyst is C1COCC1.CCOCC. The product is [CH3:10][O:9][C:7]1[CH:6]=[C:5]([CH2:11][C:12]#[CH:13])[CH:4]=[C:3]([O:2][CH3:1])[CH:8]=1. The reactants are [CH3:1][O:2][C:3]1[CH:4]=[C:5]([CH2:11][C:12]#[C:13][Si](C)(C)C)[CH:6]=[C:7]([O:9][CH3:10])[CH:8]=1.CC(O)=O.CCCC[N+](CCCC)(CCCC)CCCC.[F-]. The yield is 1.00. (2) The reactants are C([C@@H]1COC(=O)N1[C:14](=[O:34])[C@H:15]([CH2:19][C:20]1[CH:28]=[C:27]2[C:23]([CH:24]=[N:25][N:26]2[CH2:29][CH2:30][CH2:31][O:32][CH3:33])=[CH:22][CH:21]=1)[CH:16]([CH3:18])[CH3:17])C1C=CC=CC=1.OO.[Li+].[OH-].[O-:39]S([O-])=O.[Na+].[Na+]. The catalyst is C1COCC1.O. The product is [CH3:33][O:32][CH2:31][CH2:30][CH2:29][N:26]1[C:27]2[C:23](=[CH:22][CH:21]=[C:20]([CH2:19][C@H:15]([CH:16]([CH3:17])[CH3:18])[C:14]([OH:34])=[O:39])[CH:28]=2)[CH:24]=[N:25]1. The yield is 0.810. (3) The reactants are [F:1][C:2]1[CH:7]=[CH:6][C:5]([F:8])=[CH:4][C:3]=1[C@H:9]1[CH2:13][CH2:12][CH2:11][N:10]1[C:14]1[CH:19]=[CH:18][N:17]2[N:20]=[CH:21][C:22]([N+:23]([O-])=O)=[C:16]2[N:15]=1.CO.C(Cl)Cl.[NH4+].[Cl-]. The catalyst is C(Cl)Cl.[Zn]. The product is [F:1][C:2]1[CH:7]=[CH:6][C:5]([F:8])=[CH:4][C:3]=1[C@H:9]1[CH2:13][CH2:12][CH2:11][N:10]1[C:14]1[CH:19]=[CH:18][N:17]2[N:20]=[CH:21][C:22]([NH2:23])=[C:16]2[N:15]=1. The yield is 0.990. (4) The reactants are Br[CH:2]([C:23]1[CH:28]=[CH:27][CH:26]=[CH:25][CH:24]=1)[C:3]([C:5]1[CH:10]=[CH:9][C:8]([C:11]2([NH:15][C:16](=[O:22])[O:17][C:18]([CH3:21])([CH3:20])[CH3:19])[CH2:14][CH2:13][CH2:12]2)=[CH:7][CH:6]=1)=O.[CH3:29][C:30]1[C:35]([CH3:36])=[C:34]([S:37][CH3:38])[N:33]=[N:32][C:31]=1[NH2:39].C(N(CC)C(C)C)(C)C. The catalyst is C(#N)CCC. The product is [CH3:36][C:35]1[C:34]([S:37][CH3:38])=[N:33][N:32]2[C:2]([C:23]3[CH:28]=[CH:27][CH:26]=[CH:25][CH:24]=3)=[C:3]([C:5]3[CH:10]=[CH:9][C:8]([C:11]4([NH:15][C:16](=[O:22])[O:17][C:18]([CH3:21])([CH3:20])[CH3:19])[CH2:14][CH2:13][CH2:12]4)=[CH:7][CH:6]=3)[N:39]=[C:31]2[C:30]=1[CH3:29]. The yield is 0.190. (5) The reactants are [N:1](C1CC(CN=C=O)(C)CC(C)(C)C1)=C=O.[C:17]([O-:30])(=[O:29])[CH2:18][CH2:19]CCCCCCCCC.[C:17]([O-:30])(=[O:29])[CH2:18][CH2:19]CCCCCCCCC.C([Sn+2]CCCC)CCC.O[CH2:55][CH2:56][O:57][C:58](=[O:61])C=C.COC1C=CC(O)=CC=1.IN=C=O. The catalyst is C(OCCCC)(=O)C. The product is [C:17]([OH:30])(=[O:29])[CH:18]=[CH2:19].[NH2:1][C:58]([O:57][CH2:56][CH3:55])=[O:61]. The yield is 0.500. (6) The reactants are [NH2:1][C@@:2]([C:6]1[CH:7]=[C:8]2[C:13](=[CH:14][CH:15]=1)[N:12]=[C:11]([O:16][CH:17]1[CH2:22][CH2:21][CH:20]([C:23]([CH3:26])([CH3:25])[CH3:24])[CH2:19][CH2:18]1)[CH:10]=[CH:9]2)([CH3:5])[CH2:3][OH:4].C(Cl)(Cl)Cl.C(=O)(O)[O-].[Na+].[C:36]([O:40][C:41](O[C:41]([O:40][C:36]([CH3:39])([CH3:38])[CH3:37])=[O:42])=[O:42])([CH3:39])([CH3:38])[CH3:37]. No catalyst specified. The product is [C:23]([C@H:20]1[CH2:19][CH2:18][C@H:17]([O:16][C:11]2[CH:10]=[CH:9][C:8]3[C:13](=[CH:14][CH:15]=[C:6]([C@:2]([NH:1][C:41](=[O:42])[O:40][C:36]([CH3:39])([CH3:38])[CH3:37])([CH3:5])[CH2:3][OH:4])[CH:7]=3)[N:12]=2)[CH2:22][CH2:21]1)([CH3:26])([CH3:25])[CH3:24]. The yield is 1.00. (7) The product is [CH3:1][O:2][C:3](=[O:17])[C:4]1[CH:9]=[CH:8][CH:7]=[C:6]([C:10]2[CH:15]=[CH:14][N:13]=[C:12]([CH2:16][O:17][C:3](=[O:2])[CH3:4])[CH:11]=2)[CH:5]=1. The catalyst is C(O)(=O)C.C(OC(=O)C)(=O)C. The reactants are [CH3:1][O:2][C:3](=[O:17])[C:4]1[CH:9]=[CH:8][CH:7]=[C:6]([C:10]2[CH:15]=[CH:14][N:13]=[C:12]([CH3:16])[CH:11]=2)[CH:5]=1.OO. The yield is 0.820. (8) The reactants are [NH2:1][C:2]1([CH2:20][O:21][CH2:22][C:23]#[N:24])[C:15]2[CH:14]=[C:13]([O:16][CH3:17])[CH:12]=[C:11]([F:18])[C:10]=2[O:9][C:8]2[C:3]1=[CH:4][C:5]([Br:19])=[CH:6][CH:7]=2.C[Al](C)C. The catalyst is ClCCCl. The product is [Br:19][C:5]1[CH:4]=[C:3]2[C:8]([O:9][C:10]3[C:11]([F:18])=[CH:12][C:13]([O:16][CH3:17])=[CH:14][C:15]=3[C:2]32[N:1]=[C:23]([NH2:24])[CH2:22][O:21][CH2:20]3)=[CH:7][CH:6]=1. The yield is 0.970. (9) The reactants are [N+:1]([C:4]1[CH:17]=[CH:16][C:15]2[C:14]3[C:9](=[CH:10][CH:11]=[CH:12][CH:13]=3)[CH2:8][CH2:7][C:6]=2[CH:5]=1)([O-:3])=[O:2].ClC1C(=O)C(C#N)=C(C#N)C(=O)C=1Cl. The catalyst is O1CCOCC1. The product is [N+:1]([C:4]1[CH:17]=[CH:16][C:15]2[C:14]3[C:9](=[CH:10][CH:11]=[CH:12][CH:13]=3)[CH:8]=[CH:7][C:6]=2[CH:5]=1)([O-:3])=[O:2]. The yield is 0.600.